Dataset: Full USPTO retrosynthesis dataset with 1.9M reactions from patents (1976-2016). Task: Predict the reactants needed to synthesize the given product. (1) Given the product [CH3:29][O:28][C:26](=[O:27])[CH2:25][O:19][C:18]1[CH:17]=[CH:16][CH:15]=[C:14]([F:20])[C:13]=1[CH:10]([C:9](=[O:21])[NH:8][CH2:7][C:6]1[CH:5]=[CH:4][C:3]([C:1]#[N:2])=[CH:23][CH:22]=1)[O:11][CH3:12], predict the reactants needed to synthesize it. The reactants are: [C:1]([C:3]1[CH:23]=[CH:22][C:6]([CH2:7][NH:8][C:9](=[O:21])[CH:10]([C:13]2[C:18]([OH:19])=[CH:17][CH:16]=[CH:15][C:14]=2[F:20])[O:11][CH3:12])=[CH:5][CH:4]=1)#[N:2].Br[CH2:25][C:26]([O:28][CH2:29]C)=[O:27]. (2) Given the product [Cl:8][C:6]1[CH:5]=[C:4]([NH:9][C:10]2[N:13]=[C:14]([C:15]3[CH:16]=[CH:17][CH:18]=[CH:19][CH:20]=3)[NH:23][N:22]=2)[CH:3]=[C:2]([Cl:1])[CH:7]=1, predict the reactants needed to synthesize it. The reactants are: [Cl:1][C:2]1[CH:3]=[C:4]([N:9]2CS/[C:10]/2=[N:13]\[C:14](=O)[C:15]2[CH:20]=[CH:19][CH:18]=[CH:17][CH:16]=2)[CH:5]=[C:6]([Cl:8])[CH:7]=1.[NH2:22][NH2:23]. (3) Given the product [C:20]12([NH:19][C:17]([NH:16][C:12]3[CH:13]=[CH:14][CH:15]=[C:10]([CH2:9][CH2:8][NH2:7])[CH:11]=3)=[O:18])[CH2:27][CH:26]3[CH2:25][CH:24]([CH2:23][CH:22]([CH2:28]3)[CH2:21]1)[CH2:29]2, predict the reactants needed to synthesize it. The reactants are: C(OC(=O)[NH:7][CH2:8][CH2:9][C:10]1[CH:15]=[CH:14][CH:13]=[C:12]([NH:16][C:17]([NH:19][C:20]23[CH2:29][CH:24]4[CH2:25][CH:26]([CH2:28][CH:22]([CH2:23]4)[CH2:21]2)[CH2:27]3)=[O:18])[CH:11]=1)(C)(C)C.Cl.NCCC1C=C(NC(NCC2C=CC(F)=CC=2)=O)C=CC=1. (4) The reactants are: Br[C:2]1[CH:7]=[CH:6][CH:5]=[CH:4][C:3]=1[CH:8]([C:10]1[CH:15]=[CH:14][CH:13]=[C:12]([N:16]([CH3:18])[CH3:17])[CH:11]=1)[OH:9].[Li]CCCC.[SiH:24](Cl)([CH3:26])[CH3:25]. Given the product [CH3:25][Si:24]1([CH3:26])[C:2]2[CH:7]=[CH:6][CH:5]=[CH:4][C:3]=2[CH:8]([C:10]2[CH:11]=[C:12]([CH:13]=[CH:14][CH:15]=2)[N:16]([CH3:18])[CH3:17])[O:9]1, predict the reactants needed to synthesize it. (5) Given the product [CH2:1]([O:8][C:9](=[O:49])[NH:10][C@H:11]([C:13](=[O:48])[NH:14][C@H:15]([C:25](=[O:47])[NH:26][C@@H:27]([CH2:40][C:41]1[CH:42]=[CH:43][CH:44]=[CH:45][CH:46]=1)[C:28]([C:30](=[O:39])[NH:31][CH2:32][C:33]1[CH:34]=[CH:35][CH:36]=[CH:37][CH:38]=1)=[O:29])[CH2:16][C:17]1[CH:22]=[CH:21][C:20]([O:23][CH3:24])=[CH:19][CH:18]=1)[CH3:12])[C:2]1[CH:3]=[CH:4][CH:5]=[CH:6][CH:7]=1, predict the reactants needed to synthesize it. The reactants are: [CH2:1]([O:8][C:9](=[O:49])[NH:10][C@H:11]([C:13](=[O:48])[NH:14][C@H:15]([C:25](=[O:47])[NH:26][C@@H:27]([CH2:40][C:41]1[CH:46]=[CH:45][CH:44]=[CH:43][CH:42]=1)[CH:28]([C:30](=[O:39])[NH:31][CH2:32][C:33]1[CH:38]=[CH:37][CH:36]=[CH:35][CH:34]=1)[OH:29])[CH2:16][C:17]1[CH:22]=[CH:21][C:20]([O:23][CH3:24])=[CH:19][CH:18]=1)[CH3:12])[C:2]1[CH:7]=[CH:6][CH:5]=[CH:4][CH:3]=1.CC(OI1(OC(C)=O)(OC(C)=O)OC(=O)C2C=CC=CC1=2)=O.[O-]S([O-])(=S)=O.[Na+].[Na+].C([O-])(O)=O.[Na+]. (6) Given the product [CH2:46]([C:41]([NH:40][C:11]([C:9]1[CH:8]=[CH:7][CH:6]=[C:5]([O:4][CH2:3][C:2]([F:1])([F:18])[C:14]([F:17])([F:16])[F:15])[N:10]=1)=[O:13])([C:42](=[O:43])[NH:44][CH3:45])[CH2:48][CH3:49])[CH3:47], predict the reactants needed to synthesize it. The reactants are: [F:1][C:2]([F:18])([C:14]([F:17])([F:16])[F:15])[CH2:3][O:4][C:5]1[N:10]=[C:9]([C:11]([OH:13])=O)[CH:8]=[CH:7][CH:6]=1.C1(C2C=CC(C(O)=O)=NC=2OCC(F)(F)C(F)(F)F)CC1.[NH2:40][C:41]([CH2:48][CH3:49])([CH2:46][CH3:47])[C:42]([NH:44][CH3:45])=[O:43]. (7) Given the product [Br:9][C:10]1[CH:18]=[CH:17][C:16]([C:15]([NH:4][CH:1]2[CH2:3][CH2:2]2)=[O:19])=[C:12]([CH2:13][OH:14])[CH:11]=1, predict the reactants needed to synthesize it. The reactants are: [CH:1]1([NH2:4])[CH2:3][CH2:2]1.C[Al](C)C.[Br:9][C:10]1[CH:11]=[C:12]2[C:16](=[CH:17][CH:18]=1)[C:15](=[O:19])[O:14][CH2:13]2.Cl.